Task: Predict the reaction yield, written as a fraction of the theoretical maximum amount of product (1.0 means a 100% yield; for example, 0.34 means a 34% yield).. Dataset: Reaction yield outcomes from USPTO patents with 853,638 reactions (1) The reactants are [C:1]([O:5][C:6](=[O:24])[CH2:7][CH2:8][CH2:9][CH2:10][CH2:11][CH2:12][CH2:13][CH2:14][CH2:15][CH2:16][CH2:17][CH2:18][CH2:19][CH2:20][C:21]([OH:23])=O)([CH3:4])([CH3:3])[CH3:2].C1C=NC2N(O)N=NC=2C=1.C1CCC(N=C=NC2CCCCC2)CC1.[C:50]([O:54][C:55](=[O:66])[C:56]1[CH:64]=[C:63]([NH2:65])[CH:62]=[C:58]([C:59]([OH:61])=[O:60])[CH:57]=1)([CH3:53])([CH3:52])[CH3:51].CCN(C(C)C)C(C)C. The catalyst is C(Cl)Cl. The product is [C:50]([O:54][C:55](=[O:66])[C:56]1[CH:64]=[C:63]([NH:65][C:21](=[O:23])[CH2:20][CH2:19][CH2:18][CH2:17][CH2:16][CH2:15][CH2:14][CH2:13][CH2:12][CH2:11][CH2:10][CH2:9][CH2:8][CH2:7][C:6]([O:5][C:1]([CH3:2])([CH3:3])[CH3:4])=[O:24])[CH:62]=[C:58]([C:59]([OH:61])=[O:60])[CH:57]=1)([CH3:53])([CH3:51])[CH3:52]. The yield is 0.860. (2) The product is [OH:1][C@@H:38]1[CH2:37][C@@:35]2([CH3:36])[C@@H:31]([CH2:32][CH2:33][C:34]2=[O:48])[C@H:30]2[C@H:39]1[C@@H:40]1[C:45]([CH2:46][C@H:29]2[CH3:28])=[CH:44][C:43](=[O:47])[CH2:42][CH2:41]1. The catalyst is CN(C=O)C. The reactants are [O:1]=C[C@@H]([C@H]([C@@H]([C@@H](CO)O)O)O)O.OP([O-])(O)=O.[K+].OP([O-])([O-])=O.[K+].[K+].[Cl-].[K+].[CH3:28][C@@H:29]1[CH2:46][C:45]2[C@H:40]([CH2:41][CH2:42][C:43](=[O:47])[CH:44]=2)[C@@H:39]2[C@@H:30]1[C@H:31]1[C@@:35]([CH2:37][CH2:38]2)([CH3:36])[C:34](=[O:48])[CH2:33][CH2:32]1. The yield is 0.740. (3) The catalyst is CC(C)=O.CCOCC. The reactants are Cl[CH2:2][C:3]([NH:5][C:6]1[CH:14]=[CH:13][CH:12]=[C:11]2[C:7]=1[C:8](=[O:33])[N:9]([CH:16]([C:22]1[CH:27]=[CH:26][C:25]([O:28][CH3:29])=[C:24]([O:30][CH2:31][CH3:32])[CH:23]=1)[CH2:17][S:18]([CH3:21])(=[O:20])=[O:19])[C:10]2=[O:15])=[O:4].[N-:34]=[N+]=[N-].[Na+].C1(P(C2C=CC=CC=2)C2C=CC=CC=2)C=CC=CC=1.O. The yield is 0.860. The product is [NH2:34][CH2:2][C:3]([NH:5][C:6]1[CH:14]=[CH:13][CH:12]=[C:11]2[C:7]=1[C:8](=[O:33])[N:9]([CH:16]([C:22]1[CH:27]=[CH:26][C:25]([O:28][CH3:29])=[C:24]([O:30][CH2:31][CH3:32])[CH:23]=1)[CH2:17][S:18]([CH3:21])(=[O:20])=[O:19])[C:10]2=[O:15])=[O:4]. (4) The reactants are C([S:4][CH2:5][CH2:6][CH:7]([S:12]([OH:15])(=[O:14])=[O:13])[C:8]([O:10]C)=[O:9])(=O)C.[OH-].[Na+].[N+:18]([C:21]1[CH:22]=[CH:23][C:24]([S:27][S:27][C:24]2[CH:23]=[CH:22][C:21]([N+:18]([O-:20])=[O:19])=[CH:26][N:25]=2)=[N:25][CH:26]=1)([O-:20])=[O:19]. The catalyst is O.CC(N(C)C)=O. The product is [N+:18]([C:21]1[CH:22]=[CH:23][C:24]([S:27][S:4][CH2:5][CH2:6][CH:7]([S:12]([OH:15])(=[O:13])=[O:14])[C:8]([OH:10])=[O:9])=[N:25][CH:26]=1)([O-:20])=[O:19]. The yield is 0.750. (5) The reactants are [C:1]1([CH:7]2[CH2:12][CH2:11][C:10](=O)[CH2:9][CH2:8]2)[CH:6]=[CH:5][CH:4]=[CH:3][CH:2]=1.[C:14]1([CH:20]([C:22]2[CH:27]=[CH:26][CH:25]=[CH:24][CH:23]=2)[NH2:21])[CH:19]=[CH:18][CH:17]=[CH:16][CH:15]=1.C(O[BH-](OC(=O)C)OC(=O)C)(=O)C.[Na+]. The catalyst is ClCCCl. The product is [CH:20]([NH:21][C@H:10]1[CH2:11][CH2:12][C@@H:7]([C:1]2[CH:6]=[CH:5][CH:4]=[CH:3][CH:2]=2)[CH2:8][CH2:9]1)([C:22]1[CH:23]=[CH:24][CH:25]=[CH:26][CH:27]=1)[C:14]1[CH:19]=[CH:18][CH:17]=[CH:16][CH:15]=1.[CH:20]([NH:21][C@H:10]1[CH2:11][CH2:12][C@H:7]([C:1]2[CH:6]=[CH:5][CH:4]=[CH:3][CH:2]=2)[CH2:8][CH2:9]1)([C:22]1[CH:23]=[CH:24][CH:25]=[CH:26][CH:27]=1)[C:14]1[CH:19]=[CH:18][CH:17]=[CH:16][CH:15]=1. The yield is 0.749. (6) The reactants are [CH3:1][O:2][C:3]([C@@H:5]1[CH2:13][C@H:12]2[C@H:7]([CH2:8][CH2:9][CH2:10][CH2:11]2)[NH:6]1)=[O:4].[C:14]([O-])(=O)C.[Na+].C=O. The catalyst is C(#N)C. The product is [CH3:1][O:2][C:3]([C@@H:5]1[CH2:13][C@H:12]2[C@H:7]([CH2:8][CH2:9][CH2:10][CH2:11]2)[N:6]1[CH3:14])=[O:4]. The yield is 0.750.